Dataset: Reaction yield outcomes from USPTO patents with 853,638 reactions. Task: Predict the reaction yield, written as a fraction of the theoretical maximum amount of product (1.0 means a 100% yield; for example, 0.34 means a 34% yield). (1) The reactants are Cl.Cl.[CH2:3]([O:10][NH:11][C@H:12]1[CH2:17][NH:16][C@H:15]([C:18]([O:20][CH3:21])=[O:19])[CH2:14][CH2:13]1)[C:4]1[CH:9]=[CH:8][CH:7]=[CH:6][CH:5]=1. The catalyst is C(OCC)(=O)C. The product is [CH2:3]([O:10][NH:11][C@H:12]1[CH2:17][NH:16][C@H:15]([C:18]([O:20][CH3:21])=[O:19])[CH2:14][CH2:13]1)[C:4]1[CH:5]=[CH:6][CH:7]=[CH:8][CH:9]=1. The yield is 0.940. (2) The reactants are [CH3:1][O:2][CH2:3][CH:4]([OH:14])[CH2:5][N:6]1[CH:10]=[CH:9][C:8]([N+:11]([O-])=O)=[N:7]1. The catalyst is C(OCC)(=O)C.[Pd]. The product is [NH2:11][C:8]1[CH:9]=[CH:10][N:6]([CH2:5][CH:4]([OH:14])[CH2:3][O:2][CH3:1])[N:7]=1. The yield is 0.600. (3) The reactants are [NH2:1][C:2]1[N:7]=[CH:6][N:5]=[C:4]2[N:8]([CH:12]([C:14]3[O:15][C:16]4[C:21]([C:22](=[O:31])[C:23]=3[C:24]3[CH:29]=[CH:28][CH:27]=[C:26]([F:30])[CH:25]=3)=[CH:20][CH:19]=[CH:18][CH:17]=4)[CH3:13])[N:9]=[C:10](I)[C:3]=12.[C:32]([NH:35][C:36]1[CH:41]=[CH:40][C:39](B(O)O)=[CH:38][CH:37]=1)(=[O:34])[CH3:33].C(=O)([O-])[O-].[Na+].[Na+].ClCCl. The catalyst is CN(C=O)C.C(O)C.O. The product is [NH2:1][C:2]1[N:7]=[CH:6][N:5]=[C:4]2[N:8]([CH:12]([C:14]3[O:15][C:16]4[C:21]([C:22](=[O:31])[C:23]=3[C:24]3[CH:29]=[CH:28][CH:27]=[C:26]([F:30])[CH:25]=3)=[CH:20][CH:19]=[CH:18][CH:17]=4)[CH3:13])[N:9]=[C:10]([C:39]3[CH:40]=[CH:41][C:36]([NH:35][C:32](=[O:34])[CH3:33])=[CH:37][CH:38]=3)[C:3]=12. The yield is 0.240. (4) The reactants are Br[C:2]1[N:6]2[CH2:7][CH2:8][N:9]([CH2:12][C:13]3[CH:18]=[CH:17][CH:16]=[C:15]([C:19]([F:22])([F:21])[F:20])[C:14]=3[Cl:23])[C:10](=[O:11])[C:5]2=[N:4][N:3]=1.[F:24][C:25]1[CH:30]=[CH:29][C:28](B(O)O)=[CH:27][CH:26]=1.C([O-])([O-])=O.[Na+].[Na+]. The catalyst is O1CCOCC1.C1C=CC([P]([Pd]([P](C2C=CC=CC=2)(C2C=CC=CC=2)C2C=CC=CC=2)([P](C2C=CC=CC=2)(C2C=CC=CC=2)C2C=CC=CC=2)[P](C2C=CC=CC=2)(C2C=CC=CC=2)C2C=CC=CC=2)(C2C=CC=CC=2)C2C=CC=CC=2)=CC=1. The product is [Cl:23][C:14]1[C:15]([C:19]([F:22])([F:21])[F:20])=[CH:16][CH:17]=[CH:18][C:13]=1[CH2:12][N:9]1[CH2:8][CH2:7][N:6]2[C:2]([C:28]3[CH:29]=[CH:30][C:25]([F:24])=[CH:26][CH:27]=3)=[N:3][N:4]=[C:5]2[C:10]1=[O:11]. The yield is 0.450. (5) The reactants are Br[C:2](Br)=[CH:3][CH:4]1[CH2:8][CH:7]([O:9][CH3:10])[O:6][CH:5]1[O:11][CH3:12].C([Li])CCC.[CH2:19]([Sn:23](Cl)([CH2:28][CH2:29][CH2:30][CH3:31])[CH2:24][CH2:25][CH2:26][CH3:27])[CH2:20][CH2:21][CH3:22].[NH4+].[Cl-]. The catalyst is CCOCC. The product is [CH3:12][O:11][CH:5]1[CH:4]([C:3]#[C:2][Sn:23]([CH2:24][CH2:25][CH2:26][CH3:27])([CH2:28][CH2:29][CH2:30][CH3:31])[CH2:19][CH2:20][CH2:21][CH3:22])[CH2:8][CH:7]([O:9][CH3:10])[O:6]1. The yield is 0.770. (6) The reactants are [OH-].[Na+].[F:3][C:4]([F:15])([F:14])[O:5][C:6]1[CH:7]=[C:8]([CH:11]=[CH:12][CH:13]=1)[CH:9]=O.[O:16]=[C:17]([CH3:27])[CH2:18]P(=O)(OCC)OCC. The catalyst is [I-].C([N+](CCCC)(CCCC)CCCC)CCC.C(Cl)Cl. The product is [F:3][C:4]([F:15])([F:14])[O:5][C:6]1[CH:7]=[C:8]([CH:9]=[CH:18][C:17](=[O:16])[CH3:27])[CH:11]=[CH:12][CH:13]=1. The yield is 0.540. (7) The reactants are C(OCC1C(N2CCN3C4CCCCC=4C=C3C2=O)=NC=CC=1C1C=C(NC2C=CC(N3CCN(C4COC4)C[C@@H]3CC)=CN=2)C(=O)N(C)C=1)(=O)C.[C:53]([O:56][CH2:57][C:58]1[C:59]([N:73]2[CH2:85][CH2:84][N:76]3[C:77]4[CH2:78][CH2:79][CH2:80][CH2:81][C:82]=4[CH:83]=[C:75]3[C:74]2=[O:86])=[N:60][CH:61]=[CH:62][C:63]=1B1OC(C)(C)C(C)(C)O1)(=[O:55])[CH3:54].Cl[C:88]1[CH:89]=[C:90]([NH:96][C:97]2[CH:105]=[C:100]3[CH2:101][O:102][CH2:103][CH2:104][N:99]3[N:98]=2)[C:91](=[O:95])[N:92]([CH3:94])[N:93]=1. No catalyst specified. The product is [C:53]([O:56][CH2:57][C:58]1[C:59]([N:73]2[CH2:85][CH2:84][N:76]3[C:77]4[CH2:78][CH2:79][CH2:80][CH2:81][C:82]=4[CH:83]=[C:75]3[C:74]2=[O:86])=[N:60][CH:61]=[CH:62][C:63]=1[C:88]1[CH:89]=[C:90]([NH:96][C:97]2[CH:105]=[C:100]3[CH2:101][O:102][CH2:103][CH2:104][N:99]3[N:98]=2)[C:91](=[O:95])[N:92]([CH3:94])[N:93]=1)(=[O:55])[CH3:54]. The yield is 0.530. (8) The reactants are Cl[C:2]([O:4][CH2:5][C:6]1[CH:11]=[CH:10][CH:9]=[CH:8][CH:7]=1)=[O:3].[CH3:12][NH:13][CH2:14][CH2:15][OH:16]. The catalyst is C1COCC1.C(=O)([O-])[O-].[Na+].[Na+]. The product is [CH2:5]([O:4][C:2]([N:13]([CH2:14][CH2:15][OH:16])[CH3:12])=[O:3])[C:6]1[CH:11]=[CH:10][CH:9]=[CH:8][CH:7]=1. The yield is 0.970.